Predict the reaction yield, written as a fraction of the theoretical maximum amount of product (1.0 means a 100% yield; for example, 0.34 means a 34% yield). From a dataset of Reaction yield outcomes from USPTO patents with 853,638 reactions. (1) The yield is 0.300. The reactants are Cl.[N:2]1([CH2:7][C:8]([OH:10])=O)[CH:6]=[N:5][CH:4]=[N:3]1.[F:11][C:12]1[CH:40]=[CH:39][C:15]([O:16][C:17]2[CH:22]=[CH:21][C:20]([NH:23][C:24]([C@@H:26]3[CH2:30][C@@H:29]([C:31]4[CH:36]=[CH:35][C:34]([O:37][CH3:38])=[CH:33][CH:32]=4)[CH2:28][NH:27]3)=[O:25])=[CH:19][CH:18]=2)=[CH:14][CH:13]=1. No catalyst specified. The product is [N:2]1([CH2:7][C:8]([N:27]2[CH2:28][C@H:29]([C:31]3[CH:36]=[CH:35][C:34]([O:37][CH3:38])=[CH:33][CH:32]=3)[CH2:30][C@H:26]2[C:24]([NH:23][C:20]2[CH:21]=[CH:22][C:17]([O:16][C:15]3[CH:14]=[CH:13][C:12]([F:11])=[CH:40][CH:39]=3)=[CH:18][CH:19]=2)=[O:25])=[O:10])[CH:6]=[N:5][CH:4]=[N:3]1. (2) The reactants are [Cl-].O[NH3+:3].[C:4](=[O:7])([O-])[OH:5].[Na+].CS(C)=O.[CH3:13][C:14]1[N:15]=[C:16]([CH2:43][CH2:44][CH3:45])[N:17]([CH2:28][C:29]2[CH:34]=[CH:33][C:32]([C:35]3[C:36]([C:41]#[N:42])=[CH:37][CH:38]=[CH:39][CH:40]=3)=[CH:31][CH:30]=2)[C:18](=[O:27])[C:19]=1[O:20][C:21]1[CH:26]=[CH:25][CH:24]=[CH:23][CH:22]=1. The catalyst is C(OCC)(=O)C. The product is [CH3:13][C:14]1[N:15]=[C:16]([CH2:43][CH2:44][CH3:45])[N:17]([CH2:28][C:29]2[CH:34]=[CH:33][C:32]([C:35]3[CH:40]=[CH:39][CH:38]=[CH:37][C:36]=3[C:41]3[NH:3][C:4](=[O:7])[O:5][N:42]=3)=[CH:31][CH:30]=2)[C:18](=[O:27])[C:19]=1[O:20][C:21]1[CH:22]=[CH:23][CH:24]=[CH:25][CH:26]=1. The yield is 0.190.